This data is from Reaction yield outcomes from USPTO patents with 853,638 reactions. The task is: Predict the reaction yield, written as a fraction of the theoretical maximum amount of product (1.0 means a 100% yield; for example, 0.34 means a 34% yield). The reactants are [CH2:1]([NH:3][C:4]1[C:13]([CH:14]=[O:15])=[CH:12][C:11]2[C:6](=[CH:7][C:8]([F:18])=[C:9]([O:16][CH3:17])[CH:10]=2)[N:5]=1)[CH3:2].[BH4-].[Na+]. The catalyst is C1COCC1. The product is [CH2:1]([NH:3][C:4]1[C:13]([CH2:14][OH:15])=[CH:12][C:11]2[C:6](=[CH:7][C:8]([F:18])=[C:9]([O:16][CH3:17])[CH:10]=2)[N:5]=1)[CH3:2]. The yield is 0.580.